Task: Predict the reaction yield, written as a fraction of the theoretical maximum amount of product (1.0 means a 100% yield; for example, 0.34 means a 34% yield).. Dataset: Reaction yield outcomes from USPTO patents with 853,638 reactions (1) The reactants are [F:1][C:2]([F:7])([F:6])[C:3]([OH:5])=[O:4].[CH:8]1([CH:13]([N:19]2[CH:23]=[C:22]([C:24]3[C:25]4[CH:32]=[CH:31][NH:30][C:26]=4[N:27]=[CH:28][N:29]=3)[CH:21]=[N:20]2)[CH2:14][CH:15]=[C:16]([F:18])[F:17])[CH2:12][CH2:11][CH2:10][CH2:9]1. The catalyst is CO.[Pd]. The product is [F:1][C:2]([F:7])([F:6])[C:3]([OH:5])=[O:4].[CH:8]1([CH:13]([N:19]2[CH:23]=[C:22]([C:24]3[C:25]4[CH:32]=[CH:31][NH:30][C:26]=4[N:27]=[CH:28][N:29]=3)[CH:21]=[N:20]2)[CH2:14][CH2:15][CH:16]([F:17])[F:18])[CH2:12][CH2:11][CH2:10][CH2:9]1. The yield is 0.210. (2) The reactants are Cl[C:2]1[N:7]=[CH:6][C:5]([N:8]([CH3:22])[C:9](=[O:21])[C:10]([C:13]2[CH:18]=[C:17]([Cl:19])[CH:16]=[C:15]([Cl:20])[CH:14]=2)([CH3:12])[CH3:11])=[C:4]([C:23]2[CH:28]=[CH:27][CH:26]=[CH:25][C:24]=2[Cl:29])[CH:3]=1.[OH:30][C@H:31]1[CH2:35][NH:34][C@H:33]([CH2:36][OH:37])[CH2:32]1.CS(C)=O. The catalyst is C([O-])(O)=O.[Na+]. The product is [Cl:29][C:24]1[CH:25]=[CH:26][CH:27]=[CH:28][C:23]=1[C:4]1[CH:3]=[C:2]([N:34]2[CH2:35][C@H:31]([OH:30])[CH2:32][C@H:33]2[CH2:36][OH:37])[N:7]=[CH:6][C:5]=1[N:8]([CH3:22])[C:9](=[O:21])[C:10]([C:13]1[CH:14]=[C:15]([Cl:20])[CH:16]=[C:17]([Cl:19])[CH:18]=1)([CH3:12])[CH3:11]. The yield is 0.310.